Dataset: Peptide-MHC class I binding affinity with 185,985 pairs from IEDB/IMGT. Task: Regression. Given a peptide amino acid sequence and an MHC pseudo amino acid sequence, predict their binding affinity value. This is MHC class I binding data. The peptide sequence is REIGDISYL. The MHC is HLA-A26:03 with pseudo-sequence HLA-A26:03. The binding affinity (normalized) is 0.0847.